This data is from Forward reaction prediction with 1.9M reactions from USPTO patents (1976-2016). The task is: Predict the product of the given reaction. (1) The product is: [C:12]1([C:24]2[CH:25]=[CH:26][CH:27]=[CH:28][CH:29]=2)[CH:17]=[CH:16][CH:15]=[C:14]([N:18]2[CH:22]=[C:21]([N:1]3[CH:5]=[CH:4][CH:3]=[N:2]3)[N:20]=[CH:19]2)[CH:13]=1. Given the reactants [NH:1]1[CH:5]=[CH:4][CH:3]=[N:2]1.C([O-])([O-])=O.[K+].[K+].[C:12]1([C:24]2[CH:29]=[CH:28][CH:27]=[CH:26][CH:25]=2)[CH:17]=[CH:16][CH:15]=[C:14]([N:18]2[CH:22]=[C:21](Br)[N:20]=[CH:19]2)[CH:13]=1.CN1C(=O)CCC1, predict the reaction product. (2) The product is: [CH3:1][O:2][C:3]1[C:4](=[O:25])[C:5]([CH3:24])=[C:6]([CH2:12][C:13]2[CH:14]=[C:15]([CH2:19][CH2:20][C:21]([N:26]3[CH2:31][CH2:30][CH2:29][CH2:28][CH2:27]3)=[O:22])[CH:16]=[CH:17][CH:18]=2)[C:7](=[O:11])[C:8]=1[O:9][CH3:10]. Given the reactants [CH3:1][O:2][C:3]1[C:4](=[O:25])[C:5]([CH3:24])=[C:6]([CH2:12][C:13]2[CH:14]=[C:15]([CH2:19][CH2:20][C:21](O)=[O:22])[CH:16]=[CH:17][CH:18]=2)[C:7](=[O:11])[C:8]=1[O:9][CH3:10].[NH:26]1[CH2:31][CH2:30][CH2:29][CH2:28][CH2:27]1, predict the reaction product. (3) Given the reactants C[O:2][C:3]1[CH:11]=[C:10]2[C:6]([CH2:7][N:8]([CH2:28][C:29]3[C:34]([CH3:35])=[CH:33][C:32]([CH3:36])=[CH:31][C:30]=3[CH3:37])[C:9]2([CH3:27])[C:12]([NH:14][S:15]([C:18]2[CH:23]=[CH:22][CH:21]=[C:20]([N+:24]([O-:26])=[O:25])[N:19]=2)(=[O:17])=[O:16])=[O:13])=[CH:5][CH:4]=1.BrB(Br)Br, predict the reaction product. The product is: [OH:2][C:3]1[CH:11]=[C:10]2[C:6]([CH2:7][N:8]([CH2:28][C:29]3[C:34]([CH3:35])=[CH:33][C:32]([CH3:36])=[CH:31][C:30]=3[CH3:37])[C:9]2([CH3:27])[C:12]([NH:14][S:15]([C:18]2[CH:23]=[CH:22][CH:21]=[C:20]([N+:24]([O-:26])=[O:25])[N:19]=2)(=[O:17])=[O:16])=[O:13])=[CH:5][CH:4]=1.